This data is from Forward reaction prediction with 1.9M reactions from USPTO patents (1976-2016). The task is: Predict the product of the given reaction. (1) Given the reactants C(Cl)(Cl)=S.COC1C=C2C(=CC=1OC)N=CC=C2OC1C=CC(N[C:27]([NH:29][CH2:30][CH2:31][NH:32][C:33]2[CH:38]=[CH:37]C=CC=2)=[O:28])=CC=1F.CCN(C(C)C)C(C)C.CO, predict the reaction product. The product is: [CH2:33]([N:32]1[CH2:31][CH2:30][NH:29][C:27]1=[O:28])[CH:38]=[CH2:37]. (2) Given the reactants [C:1]([C:3]1[CH:4]=[N:5][C:6]([NH2:9])=[N:7][CH:8]=1)#[CH:2].Br[C:11]1[S:15][C:14]([NH:16][C:17]([NH:19][C:20]2[CH:25]=[CH:24][CH:23]=[CH:22][CH:21]=2)=[O:18])=[N:13][CH:12]=1.CN(C)C(N(C)C)=N, predict the reaction product. The product is: [NH2:9][C:6]1[N:7]=[CH:8][C:3]([C:1]#[C:2][C:11]2[S:15][C:14]([NH:16][C:17]([NH:19][C:20]3[CH:21]=[CH:22][CH:23]=[CH:24][CH:25]=3)=[O:18])=[N:13][CH:12]=2)=[CH:4][N:5]=1. (3) Given the reactants Cl[C:2]1[CH:11]=[CH:10][C:9]2[C:4](=[CH:5][CH:6]=[C:7](Cl)[CH:8]=2)[N:3]=1.[CH3:13][O:14][C:15]1[CH:22]=[CH:21][CH:20]=[CH:19][C:16]=1[CH2:17][NH2:18].[NH2:23][CH2:24][CH2:25][N:26]1[CH2:31][CH2:30][O:29][CH2:28][CH2:27]1, predict the reaction product. The product is: [CH3:13][O:14][C:15]1[CH:22]=[CH:21][CH:20]=[CH:19][C:16]=1[CH2:17][NH:18][C:2]1[CH:11]=[CH:10][C:9]2[C:4](=[CH:5][CH:6]=[C:7]([NH:23][CH2:24][CH2:25][N:26]3[CH2:31][CH2:30][O:29][CH2:28][CH2:27]3)[CH:8]=2)[N:3]=1.